Dataset: Reaction yield outcomes from USPTO patents with 853,638 reactions. Task: Predict the reaction yield, written as a fraction of the theoretical maximum amount of product (1.0 means a 100% yield; for example, 0.34 means a 34% yield). (1) The reactants are [NH2:1][C:2]1[CH:22]=[C:21]([CH3:23])[CH:20]=[CH:19][C:3]=1[O:4][C:5]1[C:14]2[C:9](=[CH:10][C:11]([O:17][CH3:18])=[C:12]([O:15][CH3:16])[CH:13]=2)[N:8]=[CH:7][CH:6]=1.[C:24]1(B(O)O)[CH:29]=[CH:28][CH:27]=[CH:26][CH:25]=1. The catalyst is C(N(CC)CC)C.CN(C)C=O.C([O-])(=O)C.[Cu+2].C([O-])(=O)C. The product is [CH3:16][O:15][C:12]1[CH:13]=[C:14]2[C:9](=[CH:10][C:11]=1[O:17][CH3:18])[N:8]=[CH:7][CH:6]=[C:5]2[O:4][C:3]1[CH:19]=[CH:20][C:21]([CH3:23])=[CH:22][C:2]=1[NH:1][C:24]1[CH:29]=[CH:28][CH:27]=[CH:26][CH:25]=1. The yield is 0.760. (2) The catalyst is C(OCC)(=O)C. The product is [CH2:1]([C:3]1[S:23][C:6]2[N:7]([CH2:25][C:26]3[CH:31]=[CH:30][C:29]([C:32]4[CH:37]=[CH:36][CH:35]=[CH:34][C:33]=4[C:38]4[NH:42][C:41](=[O:48])[O:40][N:39]=4)=[CH:28][CH:27]=3)[C:8](=[O:22])[N:9]([C:12]3[CH:13]=[N:14][C:15]4[C:20]([CH:21]=3)=[CH:19][CH:18]=[CH:17][CH:16]=4)[C:10](=[O:11])[C:5]=2[CH:4]=1)[CH3:2]. The yield is 0.350. The reactants are [CH2:1]([C:3]1[S:23][C:6]2[NH:7][C:8](=[O:22])[N:9]([C:12]3[CH:13]=[N:14][C:15]4[C:20]([CH:21]=3)=[CH:19][CH:18]=[CH:17][CH:16]=4)[C:10](=[O:11])[C:5]=2[CH:4]=1)[CH3:2].Br[CH2:25][C:26]1[CH:31]=[CH:30][C:29]([C:32]2[CH:37]=[CH:36][CH:35]=[CH:34][C:33]=2[C:38]2[N:42]=[C:41](C(Cl)(Cl)Cl)[O:40][N:39]=2)=[CH:28][CH:27]=1.C(=O)([O-])[O-:48].[K+].[K+].CN(C)C=O. (3) The reactants are [N+:1]([C:4]1[CH:21]=[CH:20][C:7]2[N:8]=[C:9]([NH:11][C:12](=[O:19])[C:13]3[CH:18]=[CH:17][CH:16]=[CH:15][CH:14]=3)[O:10][C:6]=2[CH:5]=1)([O-])=O.[H][H]. The yield is 0.450. The product is [NH2:1][C:4]1[CH:21]=[CH:20][C:7]2[N:8]=[C:9]([NH:11][C:12](=[O:19])[C:13]3[CH:18]=[CH:17][CH:16]=[CH:15][CH:14]=3)[O:10][C:6]=2[CH:5]=1. The catalyst is CN(C)C=O.[Pd]. (4) The reactants are [C:1]([O:5][C:6](=[O:18])[CH2:7][C@H:8]([CH2:12][C@H:13]([CH3:17])[CH2:14][CH2:15][CH3:16])[C:9](O)=[O:10])([CH3:4])([CH3:3])[CH3:2]. The catalyst is C1COCC1.[Cl-].[Na+].O. The product is [C:1]([O:5][C:6](=[O:18])[CH2:7][C@@H:8]([CH2:9][OH:10])[CH2:12][C@H:13]([CH3:17])[CH2:14][CH2:15][CH3:16])([CH3:2])([CH3:4])[CH3:3]. The yield is 0.590. (5) The reactants are [NH2:1][C:2]1[C:3]([CH3:28])=[N:4][C:5]([O:9][CH2:10][C:11]([N:13]([CH:15]2[CH2:20][CH2:19][N:18]([CH2:21][C:22]3[CH:27]=[CH:26][CH:25]=[CH:24][CH:23]=3)[CH2:17][CH2:16]2)[CH3:14])=[O:12])=[N:6][C:7]=1[CH3:8].O.[C:30]1([S:36]([OH:39])(=[O:38])=[O:37])[CH:35]=[CH:34][CH:33]=[CH:32][CH:31]=1. The catalyst is CO. The product is [C:30]1([S:36]([OH:39])(=[O:38])=[O:37])[CH:35]=[CH:34][CH:33]=[CH:32][CH:31]=1.[NH2:1][C:2]1[C:7]([CH3:8])=[N:6][C:5]([O:9][CH2:10][C:11]([N:13]([CH:15]2[CH2:20][CH2:19][N:18]([CH2:21][C:22]3[CH:23]=[CH:24][CH:25]=[CH:26][CH:27]=3)[CH2:17][CH2:16]2)[CH3:14])=[O:12])=[N:4][C:3]=1[CH3:28]. The yield is 0.690. (6) The reactants are [F:1][C:2]1[CH:25]=[CH:24][CH:23]=[C:22]([F:26])[C:3]=1[O:4][CH:5]1[CH2:10][CH2:9][CH:8]([CH2:11][O:12][C:13]2[CH:20]=[CH:19][CH:18]=[C:17](F)[C:14]=2[C:15]#[N:16])[CH2:7][CH2:6]1.C(=O)(O)O.[NH2:31][C:32]([NH2:34])=[NH:33]. The catalyst is CC(N(C)C)=O. The product is [F:1][C:2]1[CH:25]=[CH:24][CH:23]=[C:22]([F:26])[C:3]=1[O:4][CH:5]1[CH2:10][CH2:9][CH:8]([CH2:11][O:12][C:13]2[CH:20]=[CH:19][CH:18]=[C:17]3[C:14]=2[C:15]([NH2:16])=[N:31][C:32]([NH2:34])=[N:33]3)[CH2:7][CH2:6]1. The yield is 0.0900. (7) The reactants are [O:1]=[C:2]1[C:8]2[CH:9]=[CH:10][CH:11]=[CH:12][C:7]=2[O:6][C:5]2[CH:13]=[CH:14][CH:15]=[CH:16][C:4]=2[N:3]1[CH2:17][C:18]1[CH:23]=[CH:22][C:21](/[CH:24]=[CH:25]/[C:26]([O:28][CH2:29][CH3:30])=[O:27])=[CH:20][CH:19]=1.[H][H]. The catalyst is C(O)C.[Pd]. The product is [O:1]=[C:2]1[C:8]2[CH:9]=[CH:10][CH:11]=[CH:12][C:7]=2[O:6][C:5]2[CH:13]=[CH:14][CH:15]=[CH:16][C:4]=2[N:3]1[CH2:17][C:18]1[CH:19]=[CH:20][C:21]([CH2:24][CH2:25][C:26]([O:28][CH2:29][CH3:30])=[O:27])=[CH:22][CH:23]=1. The yield is 0.950.